This data is from Reaction yield outcomes from USPTO patents with 853,638 reactions. The task is: Predict the reaction yield, written as a fraction of the theoretical maximum amount of product (1.0 means a 100% yield; for example, 0.34 means a 34% yield). The reactants are [F:1][C:2]1[CH:3]=[C:4]([CH2:9][C:10]#[N:11])[CH:5]=[CH:6][C:7]=1[F:8].C[O-].[Na+].[F:15][C:16]1[CH:21]=[CH:20][CH:19]=[C:18]([F:22])[C:17]=1[CH:23]=[CH:24][C:25]([O:27][CH3:28])=[O:26]. The catalyst is CO. The product is [C:10]([CH:9]([C:4]1[CH:5]=[CH:6][C:7]([F:8])=[C:2]([F:1])[CH:3]=1)[CH:23]([C:17]1[C:18]([F:22])=[CH:19][CH:20]=[CH:21][C:16]=1[F:15])[CH2:24][C:25]([O:27][CH3:28])=[O:26])#[N:11]. The yield is 0.430.